Dataset: Reaction yield outcomes from USPTO patents with 853,638 reactions. Task: Predict the reaction yield, written as a fraction of the theoretical maximum amount of product (1.0 means a 100% yield; for example, 0.34 means a 34% yield). (1) The reactants are F[C:2]1[CH:7]=[C:6](F)[CH:5]=[CH:4][C:3]=1[N+:9]([O-:11])=[O:10].[NH:12]1[CH2:17][CH2:16][CH2:15][CH2:14][CH2:13]1. The catalyst is CCO. The product is [N:12]1([C:2]2[CH:7]=[C:6]([N:12]3[CH2:17][CH2:16][CH2:15][CH2:14][CH2:13]3)[CH:5]=[CH:4][C:3]=2[N+:9]([O-:11])=[O:10])[CH2:17][CH2:16][CH2:15][CH2:14][CH2:13]1. The yield is 0.160. (2) The reactants are FC(F)(F)[C:3](O)=[O:4].[C:8]([O:12][NH:13][C:14]([C@:16]1([OH:45])[C@H:21]([NH:22][S:23]([C:26]2[CH:31]=[CH:30][C:29]([O:32][CH2:33][C:34]3[C:43]4[C:38](=[CH:39][CH:40]=[CH:41][CH:42]=4)[N:37]=[C:36]([CH3:44])[CH:35]=3)=[CH:28][CH:27]=2)(=[O:25])=[O:24])[CH2:20][CH2:19][NH:18][CH2:17]1)=[O:15])([CH3:11])([CH3:10])[CH3:9].C(N(C(C)C)CC)(C)C.C(OCC)=O. The catalyst is CO. The product is [C:8]([O:12][NH:13][C:14]([C@:16]1([OH:45])[C@H:21]([NH:22][S:23]([C:26]2[CH:31]=[CH:30][C:29]([O:32][CH2:33][C:34]3[C:43]4[C:38](=[CH:39][CH:40]=[CH:41][CH:42]=4)[N:37]=[C:36]([CH3:44])[CH:35]=3)=[CH:28][CH:27]=2)(=[O:25])=[O:24])[CH2:20][CH2:19][N:18]([CH:3]=[O:4])[CH2:17]1)=[O:15])([CH3:11])([CH3:10])[CH3:9]. The yield is 0.620. (3) The yield is 0.986. The catalyst is CCCCCC.C1COCC1.C(OCC)(=O)C. The reactants are [H-].[Na+].[C:3]([C:7]1[CH:12]=[CH:11][CH:10]=[C:9]([CH3:13])[C:8]=1[OH:14])([CH3:6])([CH3:5])[CH3:4].[CH2:15](Cl)[O:16][CH3:17].[Cl-].[NH4+]. The product is [C:3]([C:7]1[C:8]([O:14][CH2:15][O:16][CH3:17])=[C:9]([CH3:13])[CH:10]=[CH:11][CH:12]=1)([CH3:6])([CH3:5])[CH3:4]. (4) The reactants are [F:1][C:2]1[C:3]([C:9](Cl)=[O:10])=[N:4][CH:5]=[C:6]([F:8])[CH:7]=1.Cl.[CH3:13][NH:14][CH3:15].C(N(CC)CC)C. The catalyst is ClCCl.C(=O)(O)[O-].[Na+]. The product is [F:1][C:2]1[C:3]([C:9]([N:14]([CH3:15])[CH3:13])=[O:10])=[N:4][CH:5]=[C:6]([F:8])[CH:7]=1. The yield is 0.890. (5) The reactants are [Br:1][C:2]1[CH:3]=[C:4]2[C:8](=[CH:9][C:10]=1[N+:11]([O-])=O)[NH:7][CH:6]=[CH:5]2. The catalyst is C(O)C.[Ni]. The product is [Br:1][C:2]1[CH:3]=[C:4]2[C:8](=[CH:9][C:10]=1[NH2:11])[NH:7][CH:6]=[CH:5]2. The yield is 0.300.